From a dataset of Forward reaction prediction with 1.9M reactions from USPTO patents (1976-2016). Predict the product of the given reaction. (1) Given the reactants [C:1]([O:5][C:6]([NH:8][C:9]([N:18]1[CH2:27][CH2:26][C:25]2[C:20](=[CH:21][C:22]([O:28][CH2:29][CH:30]3[CH2:35][CH2:34][N:33]([CH2:36][C:37](O)=[O:38])[CH2:32][CH2:31]3)=[CH:23][CH:24]=2)[CH2:19]1)=[N:10][C:11]([O:13][C:14]([CH3:17])([CH3:16])[CH3:15])=[O:12])=[O:7])([CH3:4])([CH3:3])[CH3:2].Cl.[CH2:41]([O:43][C:44](=[O:47])[CH2:45][NH2:46])[CH3:42].C(N(CC)CC)C.Cl.CN(C)CCCN=C=NCC, predict the reaction product. The product is: [CH2:41]([O:43][C:44](=[O:47])[CH2:45][NH:46][C:37](=[O:38])[CH2:36][N:33]1[CH2:34][CH2:35][CH:30]([CH2:29][O:28][C:22]2[CH:21]=[C:20]3[C:25]([CH2:26][CH2:27][N:18]([C:9](=[N:8][C:6]([O:5][C:1]([CH3:4])([CH3:3])[CH3:2])=[O:7])[NH:10][C:11]([O:13][C:14]([CH3:17])([CH3:16])[CH3:15])=[O:12])[CH2:19]3)=[CH:24][CH:23]=2)[CH2:31][CH2:32]1)[CH3:42]. (2) The product is: [CH2:1]([O:8][C:9]1[CH:16]=[CH:15][CH:14]=[C:13]([F:17])[C:10]=1[CH:11]([C:14]1[CH:15]=[CH:16][C:9]([O:8][CH3:1])=[CH:10][CH:13]=1)[OH:12])[C:2]1[CH:3]=[CH:4][CH:5]=[CH:6][CH:7]=1. Given the reactants [CH2:1]([O:8][C:9]1[CH:16]=[CH:15][CH:14]=[C:13]([F:17])[C:10]=1[CH:11]=[O:12])[C:2]1[CH:7]=[CH:6][CH:5]=[CH:4][CH:3]=1.[Cl-].[NH4+], predict the reaction product. (3) Given the reactants [F:1][C:2]1[CH:3]=[C:4]([CH2:8][CH2:9][NH2:10])[CH:5]=[CH:6][CH:7]=1.C(N(C(C)C)CC)(C)C.[F:20][C:21]([F:32])([F:31])[C:22]1[CH:30]=[CH:29][C:25]([C:26](Cl)=[O:27])=[CH:24][CH:23]=1, predict the reaction product. The product is: [F:1][C:2]1[CH:3]=[C:4]([CH:5]=[CH:6][CH:7]=1)[CH2:8][CH2:9][NH:10][C:26](=[O:27])[C:25]1[CH:29]=[CH:30][C:22]([C:21]([F:20])([F:31])[F:32])=[CH:23][CH:24]=1. (4) Given the reactants [H-].[Al+3].[Li+].[H-].[H-].[H-].[NH:7]1[C:16]2[C:11](=[CH:12][CH:13]=[CH:14][CH:15]=2)[NH:10][CH2:9][C:8]1=O, predict the reaction product. The product is: [NH:7]1[C:16]2[C:11](=[CH:12][CH:13]=[CH:14][CH:15]=2)[NH:10][CH2:9][CH2:8]1. (5) Given the reactants [OH:1][C:2]1[N:7]=[C:6]2[C:8]([CH3:12])(C)[CH2:9][CH2:10][C:5]2=[CH:4][C:3]=1[C:13]([OH:15])=[O:14].S(=O)(=O)(O)O.[CH2:21](O)[CH3:22], predict the reaction product. The product is: [OH:1][C:2]1[C:3]([C:13]([O:15][CH2:21][CH3:22])=[O:14])=[CH:4][C:5]2[CH2:10][CH2:9][CH2:8][CH2:12][C:6]=2[N:7]=1. (6) Given the reactants C([O:5][C:6]([CH2:8][CH2:9][C:10]1[CH:32]=[CH:31][C:13]([O:14][CH2:15][C:16]2[CH:17]=[C:18]([C:22]3[C:23]([C:28](O)=[O:29])=[CH:24][CH:25]=[CH:26][CH:27]=3)[CH:19]=[CH:20][CH:21]=2)=[CH:12][CH:11]=1)=[O:7])(C)(C)C.[NH4+].O[N:35]1C2C=CC=CC=2N=N1, predict the reaction product. The product is: [NH2:35][C:28]([C:23]1[CH:24]=[CH:25][CH:26]=[CH:27][C:22]=1[C:18]1[CH:19]=[CH:20][CH:21]=[C:16]([CH2:15][O:14][C:13]2[CH:31]=[CH:32][C:10]([CH2:9][CH2:8][C:6]([OH:5])=[O:7])=[CH:11][CH:12]=2)[CH:17]=1)=[O:29]. (7) Given the reactants [CH3:1][C:2]1[CH:11]=[C:10]([N:12]2[CH2:16][CH2:15][CH:14]([C:17]3[CH:22]=[CH:21][CH:20]=[CH:19][CH:18]=3)[CH2:13]2)[C:9]2[C:4](=[CH:5][CH:6]=[C:7]([NH2:23])[CH:8]=2)[N:3]=1.[C:24]([Cl:32])(=[O:31])[C:25]1[CH:30]=[CH:29][CH:28]=[CH:27][CH:26]=1.C(NC(C)C)(C)C, predict the reaction product. The product is: [ClH:32].[CH3:1][C:2]1[CH:11]=[C:10]([N:12]2[CH2:16][CH2:15][CH:14]([C:17]3[CH:22]=[CH:21][CH:20]=[CH:19][CH:18]=3)[CH2:13]2)[C:9]2[C:4](=[CH:5][CH:6]=[C:7]([NH:23][C:24](=[O:31])[C:25]3[CH:30]=[CH:29][CH:28]=[CH:27][CH:26]=3)[CH:8]=2)[N:3]=1. (8) Given the reactants [CH3:1][O:2][C:3]1[CH:11]=[CH:10][CH:9]=[CH:8][C:4]=1[C:5]([NH2:7])=[NH:6].[Cl:12][C:13]1[CH:24]=[C:23]([Cl:25])[CH:22]=[CH:21][C:14]=1[CH:15]=[C:16]([C:19]#[N:20])[C:17]#[N:18], predict the reaction product. The product is: [NH2:20][CH2:19][C:16]1[C:17]([NH2:18])=[N:6][C:5]([C:4]2[CH:8]=[CH:9][CH:10]=[CH:11][C:3]=2[O:2][CH3:1])=[N:7][C:15]=1[C:14]1[CH:21]=[CH:22][C:23]([Cl:25])=[CH:24][C:13]=1[Cl:12]. (9) Given the reactants [C:1]1([C:7]2[CH:8]=[C:9]([CH:13]=[C:14]([C:16]3[CH:21]=[CH:20][CH:19]=[CH:18][CH:17]=3)[CH:15]=2)[C:10](O)=[O:11])[CH:6]=[CH:5][CH:4]=[CH:3][CH:2]=1.S(Cl)([Cl:24])=O, predict the reaction product. The product is: [C:1]1([C:7]2[CH:8]=[C:9]([CH:13]=[C:14]([C:16]3[CH:21]=[CH:20][CH:19]=[CH:18][CH:17]=3)[CH:15]=2)[C:10]([Cl:24])=[O:11])[CH:6]=[CH:5][CH:4]=[CH:3][CH:2]=1.